From a dataset of Catalyst prediction with 721,799 reactions and 888 catalyst types from USPTO. Predict which catalyst facilitates the given reaction. (1) Reactant: ClCCl.[Br:4][C:5]1[CH:6]=[C:7]([CH:12]=[C:13]([CH2:16][CH2:17][CH2:18][O:19][CH3:20])[C:14]=1[CH3:15])[C:8](OC)=[O:9]. Product: [Br:4][C:5]1[CH:6]=[C:7]([CH2:8][OH:9])[CH:12]=[C:13]([CH2:16][CH2:17][CH2:18][O:19][CH3:20])[C:14]=1[CH3:15]. The catalyst class is: 28. (2) Reactant: [N+:1]([C:4]1[CH:9]=[CH:8][C:7]([C:10]2[N:14]=[CH:13][NH:12][N:11]=2)=[CH:6][CH:5]=1)([O-:3])=[O:2].Br[C:16]1[CH:21]=[CH:20][C:19]([C:22]([F:25])([F:24])[F:23])=[CH:18][CH:17]=1.C(=O)([O-])[O-].[Cs+].[Cs+].OC1C=CC=C2C=1N=CC=C2. Product: [N+:1]([C:4]1[CH:5]=[CH:6][C:7]([C:10]2[N:14]=[CH:13][N:12]([C:16]3[CH:21]=[CH:20][C:19]([C:22]([F:25])([F:24])[F:23])=[CH:18][CH:17]=3)[N:11]=2)=[CH:8][CH:9]=1)([O-:3])=[O:2]. The catalyst class is: 580. (3) Reactant: [C:1]([O:5][C:6]([N:8]1[C@@H:12]([CH:13]=O)[CH2:11][O:10][C:9]1([CH3:16])[CH3:15])=[O:7])([CH3:4])([CH3:3])[CH3:2].[Cl:17][C:18]1[CH:23]=[CH:22][C:21]([C:24]([CH:26]2[CH2:31][CH2:30][NH:29][CH2:28][CH2:27]2)=[O:25])=[CH:20][CH:19]=1.C(O[BH-](OC(=O)C)OC(=O)C)(=O)C.[Na+]. Product: [C:1]([O:5][C:6]([N:8]1[C@@H:12]([CH2:13][N:29]2[CH2:30][CH2:31][CH:26]([C:24](=[O:25])[C:21]3[CH:20]=[CH:19][C:18]([Cl:17])=[CH:23][CH:22]=3)[CH2:27][CH2:28]2)[CH2:11][O:10][C:9]1([CH3:16])[CH3:15])=[O:7])([CH3:4])([CH3:3])[CH3:2]. The catalyst class is: 7.